This data is from Drug-target binding data from BindingDB using Ki measurements. The task is: Regression. Given a target protein amino acid sequence and a drug SMILES string, predict the binding affinity score between them. We predict pKi (pKi = -log10(Ki in M); higher means stronger inhibition). Dataset: bindingdb_ki. (1) The compound is CCCCCCCCCCCCCCCC(=O)N[C@@H](Cc1ccccc1)C(=O)N[C@@H](CCCCN)C(=O)N[C@@H](Cc1ccccc1)C(=O)O. The target protein (P30656) has sequence MQAIADSFSVPNRLVKELQYDNEQNLESDFVTGASQFQRLAPSLTVPPIASPQQFLRAHTDDSRNPDCKIKIAHGTTTLAFRFQGGIIVAVDSRATAGNWVASQTVKKVIEINPFLLGTMAGGAADCQFWETWLGSQCRLHELREKERISVAAASKILSNLVYQYKGAGLSMGTMICGYTRKEGPTIYYVDSDGTRLKGDIFCVGSGQTFAYGVLDSNYKWDLSVEDALYLGKRSILAAAHRDAYSGGSVNLYHVTEDGWIYHGNHDVGELFWKVKEEEGSFNNVIG. The pKi is 4.5. (2) The small molecule is CO[C@H]1/C=C/O[C@@]2(C)Oc3c(C)c(O)c4c(O)c(cc(O)c4c3C2=O)NC(=O)/C(C)=C\C=C\[C@H](C)[C@H](O)[C@@H](C)[C@@H](O)[C@@H](C)[C@H](OC(C)=O)[C@@H]1C. The target protein (P46721) has sequence MGETEKRIETHRIRCLSKLKMFLLAITCAFVSKTLSGSYMNSMLTQIERQFNIPTSLVGFINGSFEIGNLLLIIFVSYFGTKLHRPIMIGIGCVVMGLGCFLKSLPHFLMNQYEYESTVSVSGNLSSNSFLCMENGTQILRPTQDPSECTKEVKSLMWVYVLVGNIVRGMGETPILPLGISYIEDFAKFENSPLYIGLVETGAIIGPLIGLLLASFCANVYVDTGFVNTDDLIITPTDTRWVGAWWFGFLICAGVNVLTAIPFFFLPNTLPKEGLETNADIIKNENEDKQKEEVKKEKYGITKDFLPFMKSLSCNPIYMLFILVSVIQFNAFVNMISFMPKYLEQQYGISSSDAIFLMGIYNLPPICIGYIIGGLIMKKFKITVKQAAHIGCWLSLLEYLLYFLSFLMTCENSSVVGINTSYEGIPQDLYVENDIFADCNVDCNCPSKIWDPVCGNNGLSYLSACLAGCETSIGTGINMVFQNCSCIQTSGNSSAVLGLC.... The pKi is 5.0. (3) The drug is CNC(=O)[C@@]12C[C@@H]1[C@@H](n1cnc3c(NC)nc(Cl)nc31)[C@H](O)[C@@H]2O. The target protein (Q60613) has sequence MGSSVYIMVELAIAVLAILGNVLVCWAVWINSNLQNVTNFFVVSLAAADIAVGVLAIPFAITISTGFCAACHGCLFFACFVLVLTQSSIFSLLAIAIDRYIAIRIPLRYNGLVTGMRAKGIIAICWVLSFAIGLTPMLGWNNCSQKDENSTKTCGEGRVTCLFEDVVPMNYMVYYNFFAFVLLPLLLMLAIYLRIFLAARRQLKQMESQPLPGERTRSTLQKEVHAAKSLAIIVGLFALCWLPLHIINCFTFFCSTCQHAPPWLMYLAIILSHSNSVVNPFIYAYRIREFRQTFRKIIRTHVLRRQEPFRAGGSSAWALAAHSTEGEQVSLRLNGHPLGVWANGSAPHSGRRPNGYTLGPGGGGSTQGSPGDVELLTQEHQEGQEHPGLGDHLAQGRVGTASWSSEFAPS. The pKi is 4.7. (4) The drug is O=C(O)[C@@]1(O)C[C@@H](O)C[C@@H](CP(=O)(O)O)C1. The target protein (P07639) has sequence MERIVVTLGERSYPITIASGLFNEPASFLPLKSGEQVMLVTNETLAPLYLDKVRGVLEQAGVNVDSVILPDGEQYKSLAVLDTVFTALLQKPHGRDTTLVALGGGVVGDLTGFAAASYQRGVRFIQVPTTLLSQVDSSVGGKTAVNHPLGKNMIGAFYQPASVVVDLDCLKTLPPRELASGLAEVIKYGIILDGAFFNWLEENLDALLRLDGPAMAYCIRRCCELKAEVVAADERETGLRALLNLGHTFGHAIEAEMGYGNWLHGEAVAAGMVMAARTSERLGQFSSAETQRIITLLKRAGLPVNGPREMSAQAYLPHMLRDKKVLAGEMRLILPLAIGKSEVRSGVSHELVLNAIADCQSA. The pKi is 6.3. (5) The compound is CCc1c(C(=O)NN2CCCCC2)nn(-c2ccc(Cl)cc2Cl)c1-c1ccc(Br)cc1. The target protein sequence is MDYRVNIFLRQQWNDPRLAYNEYPDDSLDLDPSMLDSIWKPDLFFANEKGAHFHEITTDNKLLRISRNGNVLYSIRITLTLACPMDLKNFPMDVQTCIMQLESFGYTMNDLIFEWQEQGAVQVADGLTLPQFILKEEKDLRYCTKHYNTGKFTCIEARFHLERQMGYYLIQMYIPSLLIVILSWISFWINMDAAPARVGLGITTVLTMTTQSSGSRASLPKVSYVKAIDIWMAVCLLFVFSALLEYAAVNFVSRQHKELLRFRRKRRHHKEDEAGEGRFNFSAYGMGPACLQAKDGISVKGANNSNTTNPPPAPSKSPEEMRKLFIQRAKKIDKISRIGFPMAFLIFNMFYWIIYKIVRREDVHNQ. The pKi is 6.0. (6) The pKi is 8.0. The small molecule is O=C(NOP(=O)([O-])OC[C@H]1O[C@@H](n2cnc3cncnc32)[C@H](O)[C@@H]1O)c1cccc(O)c1O. The target protein (P10378) has sequence MSIPFTRWPEEFARRYREKGYWQDLPLTDILTRHAASDSIAVIDGERQLSYRELNQAADNLACSLRRQGIKPGETALVQLGNVAELYITFFALLKLGVAPVLALFSHQRSELNAYASQIEPALLIADRQHALFSGDDFLNTFVTEHSSIRVVQLLNDSGEHNLQDAINHPAEDFTATPSPADEVAYFQLSGGTTGTPKLIPRTHNDYYYSVRRSVEICQFTQQTRYLCAIPAAHNYAMSSPGSLGVFLAGGTVVLAADPSATLCFPLIEKHQVNVTALVPPAVSLWLQALIEGESRAQLASLKLLQVGGARLSATLAARIPAEIGCQLQQVFGMAEGLVNYTRLDDSAEKIIHTQGYPMCPDDEVWVADAEGNPLPQGEVGRLMTRGPYTFRGYYKSPQHNASAFDANGFYCSGDLISIDPEGYITVQGREKDQINRGGEKIAAEEIENLLLRHPAVIYAALVSMEDELMGEKSCAYLVVKEPLRAVQVRRFLREQGIAE.... (7) The small molecule is C/C=N/OCC(O)CNC(C)(C)C. The target protein (Q28044) has sequence MGQPGNRSVFLLAPNASHAPDQNVTLERDEAWVVGMGILMSLIVLAIVFGNVLVITAIAKFERLQTVTNYFITSLACADLVMGLAVVPFGACHILMKMWTFGNFWCEFWTSIDVLCVTASIETLCVIAVDRYLAITSPFKYQCLLTKNKARVVILMVWIVSGLTSFLPIQMHWYRASHKEAINCYAKETCCDFFTNQPYAIASSIVSFYLPLVVMVFVYSRVFQVAKRQLQKIDKSEGRFHAQNVSQVEQDGRSGLGQRRTSKFYLKEHKALKTLGIIMGTFTLCWLPFFIVNIVHVIKDNLIRKEIYILLNWLGYINSAFNPLIYCRSPDFRIAFQELLCLRRSSLKAYGNGCSSNSNDRTDYTGEQSGYHLGEEKDSELLCEDPPGTENFVNQQGTVPSDSIDSQGRNCSTNDSLL. The pKi is 5.7. (8) The drug is Nc1c(C(=O)[O-])cnn1[C@@H]1O[C@H](COP(=O)([O-])[O-])[C@@H](O)[C@H]1O. The target protein (P38024) has sequence MAPAASELKLGKKVNEGKTKEVYELPDIPGCVLMQSKDQITAGNAARKDRMEGKAAISNTTTSCVFQLLQEAGIKTAFVRKQSDTAFIAAHCEMIPIEWVCRRIATGSFLKRNPGVKEGYKFYPPKIEMFYKDDANNDPQWSEEQLIEAKFSFAGLTIGKTEVDIMARSTQAIFEILEKSWQPQNCTLVDLKIEFGVNILTKEIVLADVIDNDSWRLWPSGDRSQQKDKQSYRDLKEVTPEALQMVKRNFEWVAERVELLLKTKSQGRVVVLMGSTSDLGHCEKIKKACATFGIPCELRVTSAHKGPDETLRIKAEYEGDGIPTVFVAVAGRSNGLGPVMSGNTAYPVVNCPPLSSDWGAQDVWSSLRLPSGLGCPTTLSPEGAAQFAAQIFGLNNHLVWAKLRSNMLNTWISLKQADKKLRECTL. The pKi is 5.2. (9) The drug is c1ccc(CNc2nccc3[nH]c4ccccc4c23)cc1. The target protein sequence is MALSPAPLSGFPEPSAAPNASLNRSWASPTEPSSLEDLVATGAIGAVLSAMGVVGVAGNAYTLVVMCRVLHTSASMSVYVVNLALADLLYLLSIPFIVATYVTKEWHFGDVGCRVLFSLDFLTMHASIFTLTVMSSERYAAVLRPLDTVQRSKGYRKVLALGTWLLALLLALPMMLAIRLVHRGHKSLCLPVWGPRAHRAYLTLLFGTSIVGPGTVIGLLYVRLARAYWLSQRASFTQTRRLPNPKVLYLILGIVLLFWACFLPFWLWQLLAQYRGAQTLTPRTARIVNYLTTCLTYGNSCVNPFLYTLLTKNYREYRRRSLRARSARGPAGARHSLPCRVRFQRGSGHSLCSSSQQATETITLSPAASRAVCA. The pKi is 6.0. (10) The compound is CC(C)CN(C[C@@H](O)[C@H](Cc1ccccc1)NC(=O)O[C@H]1CCOC1)S(=O)(=O)c1ccc(N)cc1. The target protein sequence is PQVTLWQRPLVTIKIGGQLKEALLDTGADDTVLEEMSLPGRWKPKIIGGIGGFIKVRQYDQIPIEICGHKVIGTVLVGPTPFNVIGRNLLTQIGCTLNF. The pKi is 8.6.